This data is from Ames mutagenicity test results for genotoxicity prediction. The task is: Regression/Classification. Given a drug SMILES string, predict its toxicity properties. Task type varies by dataset: regression for continuous values (e.g., LD50, hERG inhibition percentage) or binary classification for toxic/non-toxic outcomes (e.g., AMES mutagenicity, cardiotoxicity, hepatotoxicity). Dataset: ames. (1) The molecule is CC(=O)NC(CS/C(Cl)=C/Cl)C(=O)O. The result is 1 (mutagenic). (2) The compound is COC(O)=C1C(C)=NC(COC(N)=O)=C(C(=O)OC(C)C)[C@H]1c1cccc(Cl)c1Cl. The result is 0 (non-mutagenic). (3) The compound is Nc1cccc(N)c1. The result is 1 (mutagenic). (4) The compound is Cc1c(N=O)c(=O)n(-c2ccccc2)n1C. The result is 1 (mutagenic). (5) The molecule is c1ccc2c(c1)ccc1cc3cnccc3cc12. The result is 1 (mutagenic). (6) The compound is Oc1cccc2c1ccc1c3c4c(cccc4cc12)C=C3. The result is 1 (mutagenic). (7) The compound is NC(Cn1ccnc1)C(=O)O. The result is 1 (mutagenic). (8) The compound is CN(CCO)C(=O)Nc1ccc(Cl)c(Cl)c1. The result is 0 (non-mutagenic). (9) The result is 1 (mutagenic). The drug is Nc1ccc2nc3ccccn3c2n1.